This data is from Forward reaction prediction with 1.9M reactions from USPTO patents (1976-2016). The task is: Predict the product of the given reaction. (1) Given the reactants [OH:1][C:2]1[CH:24]=[CH:23][C:5]2[N:6]=[C:7]([N:9]3[CH2:14][CH2:13][CH:12]([CH2:15][CH2:16][CH:17]([NH:19][C:20](=[O:22])[CH3:21])[CH3:18])[CH2:11][CH2:10]3)[O:8][C:4]=2[CH:3]=1.C(=O)([O-])[O-].[K+].[K+].Br[CH2:32][CH:33]1[CH2:35][CH2:34]1, predict the reaction product. The product is: [CH:33]1([CH2:32][O:1][C:2]2[CH:24]=[CH:23][C:5]3[N:6]=[C:7]([N:9]4[CH2:10][CH2:11][CH:12]([CH2:15][CH2:16][CH:17]([NH:19][C:20](=[O:22])[CH3:21])[CH3:18])[CH2:13][CH2:14]4)[O:8][C:4]=3[CH:3]=2)[CH2:35][CH2:34]1. (2) Given the reactants Cl.Cl.[CH3:3][C:4]1[CH:13]=[CH:12][C:11]2[C:6](=[CH:7][CH:8]=[CH:9][C:10]=2[N:14]2[CH2:19][CH2:18][N:17]([CH2:20][CH2:21][CH2:22][C:23]3[C:32]4[O:31][CH2:30][C:29]5=[C:33]([C:36]([O:38]CC)=[O:37])[N:34]=[CH:35][N:28]5[C:27]=4[CH:26]=[CH:25][CH:24]=3)[CH2:16][CH2:15]2)[N:5]=1.[OH-].[Na+].FC(F)(F)C(O)=O, predict the reaction product. The product is: [CH3:3][C:4]1[CH:13]=[CH:12][C:11]2[C:6](=[CH:7][CH:8]=[CH:9][C:10]=2[N:14]2[CH2:15][CH2:16][N:17]([CH2:20][CH2:21][CH2:22][C:23]3[C:32]4[O:31][CH2:30][C:29]5=[C:33]([C:36]([OH:38])=[O:37])[N:34]=[CH:35][N:28]5[C:27]=4[CH:26]=[CH:25][CH:24]=3)[CH2:18][CH2:19]2)[N:5]=1.